This data is from Forward reaction prediction with 1.9M reactions from USPTO patents (1976-2016). The task is: Predict the product of the given reaction. (1) The product is: [CH2:1]([O:3][C:4]1[CH:5]=[CH:6][C:7]([C:10]2[S:14][C:13]([C@@:15]3([CH2:23][C:24]([OH:34])=[O:25])[CH2:20][CH2:19][CH2:18][CH2:17][S:16]3(=[O:21])=[O:22])=[CH:12][CH:11]=2)=[CH:8][CH:9]=1)[CH3:2]. Given the reactants [CH2:1]([O:3][C:4]1[CH:9]=[CH:8][C:7]([C:10]2[S:14][C:13]([C@@:15]3([CH2:23][CH:24]=[O:25])[CH2:20][CH2:19][CH2:18][CH2:17][S:16]3(=[O:22])=[O:21])=[CH:12][CH:11]=2)=[CH:6][CH:5]=1)[CH3:2].CC(=CC)C.O.O.P([O-])(O)(O)=[O:34].[Na+].Cl([O-])=O.[Na+], predict the reaction product. (2) Given the reactants [CH:1]1([O:7][CH2:8][CH2:9]O)[CH2:6][CH2:5][CH2:4][CH2:3][CH2:2]1.C(Br)(Br)(Br)[Br:12].C1(P(C2C=CC=CC=2)C2C=CC=CC=2)C=CC=CC=1, predict the reaction product. The product is: [Br:12][CH2:9][CH2:8][O:7][CH:1]1[CH2:6][CH2:5][CH2:4][CH2:3][CH2:2]1.